This data is from Full USPTO retrosynthesis dataset with 1.9M reactions from patents (1976-2016). The task is: Predict the reactants needed to synthesize the given product. (1) Given the product [Si:6]([O:5][C:4]1[CH:3]=[C:2]([CH:15]=[C:14]([F:16])[CH:13]=1)[CH:25]=[O:26])([C:9]([CH3:12])([CH3:11])[CH3:10])([CH3:8])[CH3:7], predict the reactants needed to synthesize it. The reactants are: Br[C:2]1[CH:3]=[C:4]([CH:13]=[C:14]([F:16])[CH:15]=1)[O:5][Si:6]([C:9]([CH3:12])([CH3:11])[CH3:10])([CH3:8])[CH3:7].C([Li])CCC.CN([CH:25]=[O:26])C.O. (2) The reactants are: Br[C:2]1[N:6]2[CH:7]=[C:8](Br)[CH:9]=[C:10]([C:11]([F:14])([F:13])[F:12])[C:5]2=[N:4][C:3]=1[C:16]([N:18]1[CH2:22][CH2:21][CH:20]([C:23]2[CH:28]=[CH:27][C:26]([F:29])=[CH:25][CH:24]=2)[CH2:19]1)=[O:17].[O:30]1[CH:34]=[CH:33][C:32](B(O)O)=[CH:31]1. Given the product [O:30]1[CH:34]=[CH:33][C:32]([C:2]2[N:6]3[CH:7]=[C:8]([C:32]4[CH:33]=[CH:34][O:30][CH:31]=4)[CH:9]=[C:10]([C:11]([F:14])([F:13])[F:12])[C:5]3=[N:4][C:3]=2[C:16]([N:18]2[CH2:22][CH2:21][CH:20]([C:23]3[CH:28]=[CH:27][C:26]([F:29])=[CH:25][CH:24]=3)[CH2:19]2)=[O:17])=[CH:31]1, predict the reactants needed to synthesize it.